From a dataset of Reaction yield outcomes from USPTO patents with 853,638 reactions. Predict the reaction yield, written as a fraction of the theoretical maximum amount of product (1.0 means a 100% yield; for example, 0.34 means a 34% yield). (1) The reactants are [Br:1][C:2]1[CH:3]=[C:4]2[C:9](=[CH:10][CH:11]=1)[C:8](=[O:12])[NH:7][C:6](=[O:13])/[C:5]/2=[CH:14]/OC.Cl.[OH:18][C:19]1[CH:26]=[CH:25][C:22]([CH2:23][NH2:24])=[CH:21][C:20]=1[O:27][CH3:28].C(N(CC)CC)C.C(OCC)C. The catalyst is CN(C=O)C. The product is [Br:1][C:2]1[CH:3]=[C:4]2[C:9](=[CH:10][CH:11]=1)[C:8](=[O:12])[NH:7][C:6](=[O:13])/[C:5]/2=[CH:14]\[NH:24][CH2:23][C:22]1[CH:25]=[CH:26][C:19]([OH:18])=[C:20]([O:27][CH3:28])[CH:21]=1. The yield is 0.651. (2) The reactants are C[Si](C)(C)CCOC[N:7]1[C:11]([C:12]2[C:13]3[NH:21][N:20]=[N:19][C:14]=3[N:15]=[C:16]([NH2:18])[N:17]=2)=[CH:10][CH:9]=[N:8]1.[H-].[Na+].Br[CH2:27][C:28]1[CH:29]=[C:30]([CH:40]=[CH:41][CH:42]=1)[CH2:31][NH:32]C(=O)OC(C)(C)C. The catalyst is CN(C=O)C. The product is [NH2:32][CH2:31][C:30]1[CH:29]=[C:28]([CH:42]=[CH:41][CH:40]=1)[CH2:27][N:19]1[C:14]2[N:15]=[C:16]([NH2:18])[N:17]=[C:12]([C:11]3[CH:10]=[CH:9][NH:8][N:7]=3)[C:13]=2[N:21]=[N:20]1. The yield is 0.800. (3) The reactants are [Br:1][C:2]1[CH:3]=[C:4]([NH:10][C:11]2[CH:16]=[CH:15][C:14]([CH:17]3[CH2:22][CH2:21][NH:20][CH2:19][CH2:18]3)=[CH:13][N:12]=2)[C:5](=[O:9])[N:6]([CH3:8])[CH:7]=1.[O:23]1[CH2:26][C:25](=O)[CH2:24]1.C([BH3-])#N.[Na+].C(Cl)Cl.C(OCC)C.CO. The catalyst is CO.[Cl-].[Zn+2].[Cl-]. The product is [Br:1][C:2]1[CH:3]=[C:4]([NH:10][C:11]2[CH:16]=[CH:15][C:14]([CH:17]3[CH2:22][CH2:21][N:20]([CH:25]4[CH2:26][O:23][CH2:24]4)[CH2:19][CH2:18]3)=[CH:13][N:12]=2)[C:5](=[O:9])[N:6]([CH3:8])[CH:7]=1. The yield is 0.300. (4) The reactants are N(C(OCC)=O)=NC(OCC)=O.Cl.[F:14][C:15]1[CH:34]=[C:33]([CH3:35])[C:32]([O:36][C:37]([O:39][CH3:40])=[O:38])=[CH:31][C:16]=1[NH:17][C:18]1[C:27]2[C:22](=[CH:23][C:24]([OH:30])=[C:25]([O:28][CH3:29])[CH:26]=2)[N:21]=[CH:20][N:19]=1.C1(P(C2C=CC=CC=2)C2C=CC=CC=2)C=CC=CC=1.[Cl:60][C:61]1[CH:66]=[C:65]([CH2:67]O)[CH:64]=[C:63]([CH3:69])[N:62]=1. The catalyst is C(Cl)Cl. The product is [Cl:60][C:61]1[CH:66]=[C:65]([CH2:67][O:30][C:24]2[CH:23]=[C:22]3[C:27]([C:18]([NH:17][C:16]4[CH:31]=[C:32]([O:36][C:37]([O:39][CH3:40])=[O:38])[C:33]([CH3:35])=[CH:34][C:15]=4[F:14])=[N:19][CH:20]=[N:21]3)=[CH:26][C:25]=2[O:28][CH3:29])[CH:64]=[C:63]([CH3:69])[N:62]=1. The yield is 0.780. (5) The reactants are [F:1][C:2]1[CH:3]=[N:4][C:5]2[C:10]([C:11]=1[CH2:12][CH2:13][N:14]1[CH2:19][CH:18]3[CH:16]([CH:17]3[N:20](CC3C=CC=CC=3)CC3C=CC=CC=3)[CH2:15]1)=[N:9][C:8]([O:35][CH3:36])=[CH:7][CH:6]=2. The catalyst is CO.[OH-].[OH-].[Pd+2]. The product is [F:1][C:2]1[CH:3]=[N:4][C:5]2[C:10]([C:11]=1[CH2:12][CH2:13][N:14]1[CH2:19][CH:18]3[CH:16]([CH:17]3[NH2:20])[CH2:15]1)=[N:9][C:8]([O:35][CH3:36])=[CH:7][CH:6]=2. The yield is 0.930. (6) The reactants are C([C@H]1CN(C2COC2)CCN1C1C=CC(NC2C(=O)N(C)C=C(C3C=CN=C(N4CCN5C6CCCCC=6C=C5C4=O)C=3CO)C=2)=NC=1)C.C([O:53][CH2:54][C:55]1[C:56]([N:79]2[CH2:91][CH2:90][N:82]3[C:83]4[CH2:84][CH2:85][CH2:86][CH2:87][C:88]=4[CH:89]=[C:81]3[C:80]2=[O:92])=[N:57][CH:58]=[CH:59][C:60]=1[C:61]1[CH:66]=[C:65]([NH:67][C:68]2[CH:76]=[C:71]3[CH2:72][O:73][CH2:74][CH2:75][N:70]3[N:69]=2)[C:64](=[O:77])[N:63]([CH3:78])[N:62]=1)(=O)C.[OH-].[Li+]. No catalyst specified. The product is [N:69]1[N:70]2[C:71]([CH2:72][O:73][CH2:74][CH2:75]2)=[CH:76][C:68]=1[NH:67][C:65]1[C:64](=[O:77])[N:63]([CH3:78])[N:62]=[C:61]([C:60]2[CH:59]=[CH:58][N:57]=[C:56]([N:79]3[CH2:91][CH2:90][N:82]4[C:83]5[CH2:84][CH2:85][CH2:86][CH2:87][C:88]=5[CH:89]=[C:81]4[C:80]3=[O:92])[C:55]=2[CH2:54][OH:53])[CH:66]=1. The yield is 0.650. (7) The reactants are [Cl:1][C:2]1[C:7]([CH2:8][CH2:9][C:10]([O:12][C:13](C)(C)C)=[O:11])=[C:6]([C:17]2[CH:22]=[CH:21][CH:20]=[CH:19][C:18]=2[Cl:23])[CH:5]=[C:4]([Cl:24])[N:3]=1.FC(F)(F)C(O)=O. The catalyst is C1(OC)C=CC=CC=1. The product is [Cl:1][C:2]1[C:7]([CH2:8][CH2:9][C:10]([O:12][CH3:13])=[O:11])=[C:6]([C:17]2[CH:22]=[CH:21][CH:20]=[CH:19][C:18]=2[Cl:23])[CH:5]=[C:4]([Cl:24])[N:3]=1. The yield is 0.640. (8) The reactants are C(NC(C)C)(C)C.[Li]CCCC.[Cl:13][C:14]1[CH:19]=[N:18][CH:17]=[C:16]([Cl:20])[N:15]=1.[C:21](=[O:23])=[O:22]. The catalyst is C1COCC1.O. The product is [Cl:13][C:14]1[C:19]([C:21]([OH:23])=[O:22])=[N:18][CH:17]=[C:16]([Cl:20])[N:15]=1. The yield is 0.406. (9) The reactants are [Cl:1][C:2]1[CH:3]=[C:4]([CH:8]=[C:9]([N+:11]([O-])=O)[CH:10]=1)[C:5]([OH:7])=[O:6]. The catalyst is C(O)C.[Ni]. The product is [NH2:11][C:9]1[CH:8]=[C:4]([CH:3]=[C:2]([Cl:1])[CH:10]=1)[C:5]([OH:7])=[O:6]. The yield is 0.960. (10) The reactants are [Li+].[Cl-].[CH:3](NC(C)C)([CH3:5])[CH3:4].[Li]CCCC.[Cl:15][CH2:16][CH2:17][CH2:18][CH2:19][C:20]([N:22]([C@@H:24]([CH3:33])[C@@H:25]([OH:32])[C:26]1[CH:31]=[CH:30][CH:29]=[CH:28][CH:27]=1)[CH3:23])=[O:21].C(Br)C=C.C([O-])(O)=O.[Na+]. The catalyst is C1COCC1.CCOC(C)=O.O. The product is [Cl:15][CH2:16][CH2:17][CH2:18][C@H:19]([CH2:5][CH:3]=[CH2:4])[C:20]([N:22]([C@@H:24]([CH3:33])[C@@H:25]([OH:32])[C:26]1[CH:31]=[CH:30][CH:29]=[CH:28][CH:27]=1)[CH3:23])=[O:21]. The yield is 0.950.